Task: Predict the reactants needed to synthesize the given product.. Dataset: Full USPTO retrosynthesis dataset with 1.9M reactions from patents (1976-2016) Given the product [CH3:1][S:25]([OH:27])(=[O:29])=[O:26].[CH3:1][N:2]1[CH2:17][CH2:16][C:5]2[C:6]3[NH:7][C:8](=[O:15])[C:9](=[O:14])[NH:10][C:11]=3[CH:12]=[C:13]([N+:18]([O-:20])=[O:19])[C:4]=2[CH2:3]1, predict the reactants needed to synthesize it. The reactants are: [CH3:1][N:2]1[CH2:17][CH2:16][C:5]2[C:6]3[NH:7][C:8](=[O:15])[C:9](=[O:14])[NH:10][C:11]=3[CH:12]=[CH:13][C:4]=2[CH2:3]1.[N+:18]([O-])([O-:20])=[O:19].[K+].[OH-].[NH4+].[S:25](=[O:29])(=O)([OH:27])[OH:26].